From a dataset of Reaction yield outcomes from USPTO patents with 853,638 reactions. Predict the reaction yield, written as a fraction of the theoretical maximum amount of product (1.0 means a 100% yield; for example, 0.34 means a 34% yield). (1) The reactants are [Cl:1][C:2]1[CH:10]=[CH:9][C:5]([C:6]([OH:8])=O)=[C:4]([F:11])[CH:3]=1.CN(C(ON1N=NC2C=CC=NC1=2)=[N+](C)C)C.F[P-](F)(F)(F)(F)F.[CH3:36][O:37][C:38]1[CH:43]=[C:42]([NH2:44])[CH:41]=[CH:40][N:39]=1.CCN(CC)CC. The catalyst is ClCCl. The product is [Cl:1][C:2]1[CH:10]=[CH:9][C:5]([C:6]([NH:44][C:42]2[CH:41]=[CH:40][N:39]=[C:38]([O:37][CH3:36])[CH:43]=2)=[O:8])=[C:4]([F:11])[CH:3]=1. The yield is 0.390. (2) The reactants are [CH:1]1([C:5]2[CH:10]=[CH:9][C:8]([NH:11][C:12]3[C:13]4[N:14]([CH:21]=[N:22][CH:23]=4)[CH:15]=[CH:16][C:17]=3[C:18]([OH:20])=O)=[C:7]([F:24])[CH:6]=2)[CH2:4][CH2:3][CH2:2]1.CCN=C=NCCCN(C)C.C1C=CC2N(O)N=NC=2C=1.CCN(C(C)C)C(C)C.[CH:55]([O:57][CH2:58][CH2:59][O:60][NH2:61])=[CH2:56]. The catalyst is C1COCC1. The product is [CH:55]([O:57][CH2:58][CH2:59][O:60][NH:61][C:18]([C:17]1[CH:16]=[CH:15][N:14]2[CH:21]=[N:22][CH:23]=[C:13]2[C:12]=1[NH:11][C:8]1[CH:9]=[CH:10][C:5]([CH:1]2[CH2:4][CH2:3][CH2:2]2)=[CH:6][C:7]=1[F:24])=[O:20])=[CH2:56]. The yield is 0.800. (3) The reactants are [CH:1]1[C:10]2[C:5](=[CH:6][CH:7]=[CH:8][CH:9]=2)[CH:4]=[CH:3][C:2]=1[CH2:11][O:12][CH:13]1[CH:18]([O:19][C:20]2[CH:25]=[CH:24][CH:23]=[CH:22][CH:21]=2)[CH2:17][CH2:16][N:15](C(OCC2C=CC=CC=2)=O)[CH2:14]1.C(C(C(C([O-])=O)O)O)([O-])=O.[Na+].[K+]. The catalyst is O1CCCC1.C1(C)C=CC=CC=1. The product is [CH:1]1[C:10]2[C:5](=[CH:6][CH:7]=[CH:8][CH:9]=2)[CH:4]=[CH:3][C:2]=1[CH2:11][O:12][CH:13]1[CH:18]([O:19][C:20]2[CH:25]=[CH:24][CH:23]=[CH:22][CH:21]=2)[CH2:17][CH2:16][NH:15][CH2:14]1. The yield is 0.470. (4) The reactants are Cl[C:2]1[N:7]=[CH:6][C:5]([O:8][C:9]2[CH:10]=[C:11]([N:15]3[CH2:20][CH2:19][O:18][CH2:17][CH2:16]3)[CH:12]=[CH:13][CH:14]=2)=[CH:4][C:3]=1[F:21].[F:22][C:23]1[CH:29]=[C:28]([F:30])[C:27]([O:31][CH3:32])=[CH:26][C:24]=1[NH2:25].C1(P(C2C=CC=CC=2)C2C3OC4C(=CC=CC=4P(C4C=CC=CC=4)C4C=CC=CC=4)C(C)(C)C=3C=CC=2)C=CC=CC=1.C(=O)([O-])[O-].[Cs+].[Cs+]. The catalyst is O1CCOCC1.C(OCC)(=O)C. The product is [F:22][C:23]1[CH:29]=[C:28]([F:30])[C:27]([O:31][CH3:32])=[CH:26][C:24]=1[NH:25][C:2]1[C:3]([F:21])=[CH:4][C:5]([O:8][C:9]2[CH:14]=[CH:13][CH:12]=[C:11]([N:15]3[CH2:20][CH2:19][O:18][CH2:17][CH2:16]3)[CH:10]=2)=[CH:6][N:7]=1. The yield is 0.210. (5) The reactants are [CH3:1][C:2]1[NH:3][C:4]([CH3:7])=[CH:5][CH:6]=1.N1C=CC=CC=1.[C:14](Cl)(Cl)=[O:15].C1(C)C=CC=CC=1.[Cl:25][C:26]1[N:31]=[N:30][C:29]([O:32][C:33]2[C:38]([CH3:39])=[CH:37][CH:36]=[CH:35][C:34]=2[CH:40]2[CH2:42][CH2:41]2)=[C:28]([OH:43])[CH:27]=1. The catalyst is O.C1(C)C=CC=CC=1. The product is [CH3:1][C:2]1[N:3]([C:14]([O:43][C:28]2[CH:27]=[C:26]([Cl:25])[N:31]=[N:30][C:29]=2[O:32][C:33]2[C:38]([CH3:39])=[CH:37][CH:36]=[CH:35][C:34]=2[CH:40]2[CH2:42][CH2:41]2)=[O:15])[C:4]([CH3:7])=[CH:5][CH:6]=1. The yield is 0.167. (6) The reactants are Br[CH2:2][CH2:3][C:4]1[CH:9]=[CH:8][C:7]([N+:10]([O-:12])=[O:11])=[CH:6][C:5]=1[F:13].[CH3:14][S:15]([O-:17])=[O:16].[Na+]. The catalyst is C(O)(C)C. The product is [F:13][C:5]1[CH:6]=[C:7]([N+:10]([O-:12])=[O:11])[CH:8]=[CH:9][C:4]=1[CH2:3][CH2:2][S:15]([CH3:14])(=[O:17])=[O:16]. The yield is 0.700. (7) The reactants are [N:1]([CH2:4][C:5]1[CH:10]=[CH:9][C:8]([S:11][C:12]([F:15])([F:14])[F:13])=[CH:7][CH:6]=1)=[N+:2]=[N-:3].[O:16]=[C:17]1O[C@H]([C@H](CO)O)[C:20]([O-])=[C:18]1O.[Na+]. The catalyst is O.CN(C)C=O.O.S([O-])([O-])(=O)=O.[Cu+2]. The product is [F:15][C:12]([F:13])([F:14])[S:11][C:8]1[CH:7]=[CH:6][C:5]([CH2:4][N:1]2[CH:20]=[C:18]([CH2:17][OH:16])[N:3]=[N:2]2)=[CH:10][CH:9]=1. The yield is 0.770. (8) The product is [F:35][C:34]([F:37])([F:36])[CH2:33][N:18]1[CH2:17][CH2:16][C:15]2([CH2:21][CH2:22][N:12]([S:9]([C:6]3[CH:7]=[CH:8][C:3]([C:2]([F:1])([F:23])[F:24])=[CH:4][CH:5]=3)(=[O:10])=[O:11])[CH2:13][CH2:14]2)[C:19]1=[O:20]. The reactants are [F:1][C:2]([F:24])([F:23])[C:3]1[CH:8]=[CH:7][C:6]([S:9]([N:12]2[CH2:22][CH2:21][C:15]3([C:19](=[O:20])[NH:18][CH2:17][CH2:16]3)[CH2:14][CH2:13]2)(=[O:11])=[O:10])=[CH:5][CH:4]=1.[H-].[Na+].FC(F)(F)S(O[CH2:33][C:34]([F:37])([F:36])[F:35])(=O)=O.ClCCl. The yield is 0.160. The catalyst is CN(C=O)C.O. (9) The yield is 0.690. The reactants are [Cl:1][C:2]1[CH:7]=[CH:6][C:5]([OH:8])=[CH:4][C:3]=1[NH:9][C:10]1[C:15]([C:16]#[N:17])=[CH:14][N:13]=[CH:12][C:11]=1[C:18]1[S:19][C:20]2[CH:26]=[CH:25][C:24]([CH:27]=O)=[CH:23][C:21]=2[CH:22]=1.[NH:29]1[CH2:34][CH2:33][CH2:32][CH2:31][CH2:30]1.CC(O)=O.C(O[BH-](OC(=O)C)OC(=O)C)(=O)C.[Na+]. The product is [Cl:1][C:2]1[CH:7]=[CH:6][C:5]([OH:8])=[CH:4][C:3]=1[NH:9][C:10]1[C:15]([C:16]#[N:17])=[CH:14][N:13]=[CH:12][C:11]=1[C:18]1[S:19][C:20]2[CH:26]=[CH:25][C:24]([CH2:27][N:29]3[CH2:34][CH2:33][CH2:32][CH2:31][CH2:30]3)=[CH:23][C:21]=2[CH:22]=1. The catalyst is C1COCC1. (10) The reactants are F[C:2](F)(F)[C:3]([OH:5])=O.[C:8]([C:12]1[CH:13]=[C:14]([OH:18])C=[CH:16][CH:17]=1)([CH3:11])([CH3:10])[CH3:9].C1N2CN3CN(C2)CN1C3. The catalyst is O. The product is [C:8]([C:12]1[CH:13]=[C:14]([OH:18])[C:2](=[CH:16][CH:17]=1)[CH:3]=[O:5])([CH3:11])([CH3:10])[CH3:9]. The yield is 0.560.